From a dataset of Full USPTO retrosynthesis dataset with 1.9M reactions from patents (1976-2016). Predict the reactants needed to synthesize the given product. (1) Given the product [O:39]=[C:19]([C:20]1[CH:25]=[CH:24][CH:23]=[CH:22][CH:21]=1)[C:18]([C:15]1[CH:14]=[CH:13][C:12]([C:8]2([NH:7][C:6](=[O:26])[O:5][C:1]([CH3:4])([CH3:2])[CH3:3])[CH2:9][CH2:10][CH2:11]2)=[CH:17][CH:16]=1)=[O:27], predict the reactants needed to synthesize it. The reactants are: [C:1]([O:5][C:6](=[O:26])[NH:7][C:8]1([C:12]2[CH:17]=[CH:16][C:15]([C:18]#[C:19][C:20]3[CH:25]=[CH:24][CH:23]=[CH:22][CH:21]=3)=[CH:14][CH:13]=2)[CH2:11][CH2:10][CH2:9]1)([CH3:4])([CH3:3])[CH3:2].[O-:27][Mn](=O)(=O)=O.[K+].CCOC(C)=O.[OH2:39]. (2) The reactants are: [C:1]([O:9][C@@H:10]([CH2:89][C:90]([Br:92])=[CH2:91])[CH2:11][CH2:12][C@@:13]12[O:88][C@@H:16]3[C@H:17]4[C@@H:22]([O:23][C@@H:15]3[CH2:14]1)[C@@H:21]([O:24]2)[C@H:20]1[O:25][C@@H:26]([CH2:29][C:30](=[O:87])[CH:31]([C@@H:41]2[C@@H:45]([O:46][CH3:47])[C@@H:44]([CH2:48][C@H:49]([O:59][Si:60]([C:63]([CH3:66])([CH3:65])[CH3:64])([CH3:62])[CH3:61])[CH2:50][O:51][Si:52]([C:55]([CH3:58])([CH3:57])[CH3:56])([CH3:54])[CH3:53])[O:43][C@H:42]2[CH2:67][C@@H:68]2[C:73](=[CH2:74])[C@H:72]([CH3:75])[CH2:71][C@H:70]([CH2:76][CH2:77][CH2:78][O:79][Si:80]([CH2:85][CH3:86])([CH2:83][CH3:84])[CH2:81][CH3:82])[O:69]2)S(C2C=CC=CC=2)(=O)=O)[CH2:27][CH2:28][C@@H:19]1[O:18]4)(=[O:8])[C:2]1[CH:7]=[CH:6][CH:5]=[CH:4][CH:3]=1.C(C(C(C([O-])=O)O)O)([O-])=O.[Na+].[K+].C(=O)([O-])[O-].[K+].[K+]. Given the product [C:1]([O:9][C@@H:10]([CH2:89][C:90]([Br:92])=[CH2:91])[CH2:11][CH2:12][C@@:13]12[O:88][C@@H:16]3[C@H:17]4[C@@H:22]([O:23][C@@H:15]3[CH2:14]1)[C@@H:21]([O:24]2)[C@H:20]1[O:25][C@@H:26]([CH2:29][C:30](=[O:87])[CH2:31][C@@H:41]2[C@@H:45]([O:46][CH3:47])[C@@H:44]([CH2:48][C@H:49]([O:59][Si:60]([C:63]([CH3:65])([CH3:66])[CH3:64])([CH3:61])[CH3:62])[CH2:50][O:51][Si:52]([C:55]([CH3:58])([CH3:57])[CH3:56])([CH3:54])[CH3:53])[O:43][C@H:42]2[CH2:67][C@@H:68]2[C:73](=[CH2:74])[C@H:72]([CH3:75])[CH2:71][C@H:70]([CH2:76][CH2:77][CH2:78][O:79][Si:80]([CH2:81][CH3:82])([CH2:85][CH3:86])[CH2:83][CH3:84])[O:69]2)[CH2:27][CH2:28][C@@H:19]1[O:18]4)(=[O:8])[C:2]1[CH:3]=[CH:4][CH:5]=[CH:6][CH:7]=1, predict the reactants needed to synthesize it. (3) Given the product [Cl:1][C:2]1[N:7]=[C:6]([Cl:8])[CH:5]=[C:4]([CH2:10][CH:11]([CH3:13])[CH3:12])[N:3]=1, predict the reactants needed to synthesize it. The reactants are: [Cl:1][C:2]1[N:7]=[C:6]([Cl:8])[CH:5]=[C:4](Cl)[N:3]=1.[CH2:10]([Mg]Br)[CH:11]([CH3:13])[CH3:12]. (4) Given the product [C:33]([NH:32][C:28]1[CH:27]=[C:26]([CH:23]2[CH2:24][CH2:25][N:20]([CH2:19][CH2:18][CH2:17][NH:16][C:13]([C:8]3([C:5]4[CH:4]=[CH:3][C:2]([F:1])=[CH:7][CH:6]=4)[CH2:9][CH2:10][CH2:11][CH2:12]3)=[O:15])[CH2:21][CH2:22]2)[CH:31]=[CH:30][CH:29]=1)(=[O:35])[CH3:34], predict the reactants needed to synthesize it. The reactants are: [F:1][C:2]1[CH:7]=[CH:6][C:5]([C:8]2([C:13]([OH:15])=O)[CH2:12][CH2:11][CH2:10][CH2:9]2)=[CH:4][CH:3]=1.[NH2:16][CH2:17][CH2:18][CH2:19][N:20]1[CH2:25][CH2:24][CH:23]([C:26]2[CH:27]=[C:28]([NH:32][C:33](=[O:35])[CH3:34])[CH:29]=[CH:30][CH:31]=2)[CH2:22][CH2:21]1. (5) Given the product [C:26]([OH:35])(=[O:34])[CH:27]([CH:29]([C:31]([OH:33])=[O:32])[OH:30])[OH:28].[NH2:1][CH2:2][C:3]1[C:4]([CH2:20][C:21]([CH3:24])([CH3:23])[CH3:22])=[N:5][C:6]([CH3:19])=[C:7]([C:11]=1[C:12]1[CH:17]=[CH:16][C:15]([CH3:18])=[CH:14][CH:13]=1)[C:8]([OH:10])=[O:9], predict the reactants needed to synthesize it. The reactants are: [NH2:1][CH2:2][C:3]1[C:4]([CH2:20][C:21]([CH3:24])([CH3:23])[CH3:22])=[N:5][C:6]([CH3:19])=[C:7]([C:11]=1[C:12]1[CH:17]=[CH:16][C:15]([CH3:18])=[CH:14][CH:13]=1)[C:8]([OH:10])=[O:9].O.[C:26]([OH:35])(=[O:34])[CH:27]([CH:29]([C:31]([OH:33])=[O:32])[OH:30])[OH:28].